This data is from Full USPTO retrosynthesis dataset with 1.9M reactions from patents (1976-2016). The task is: Predict the reactants needed to synthesize the given product. (1) Given the product [CH3:1][C:2]1[CH:3]=[C:4]([NH:5][C:11]2[S:12][C:13]([C:16]3[CH:21]=[CH:20][CH:19]=[CH:18][CH:17]=3)=[CH:14][N:15]=2)[CH:6]=[C:7]([CH3:9])[CH:8]=1, predict the reactants needed to synthesize it. The reactants are: [CH3:1][C:2]1[CH:3]=[C:4]([CH:6]=[C:7]([CH3:9])[CH:8]=1)[NH2:5].Cl[C:11]1[S:12][C:13]([C:16]2[CH:21]=[CH:20][CH:19]=[CH:18][CH:17]=2)=[CH:14][N:15]=1. (2) Given the product [NH2:1][C@H:2]([C:17]([N:19]1[CH2:27][CH2:26][CH2:25][C@H:20]1[C:21]([OH:23])=[O:22])=[O:18])[CH2:3][CH2:4][CH2:5][NH:6][C:7]([O:9][CH2:10][C:11]1[CH:16]=[CH:15][CH:14]=[CH:13][CH:12]=1)=[O:8], predict the reactants needed to synthesize it. The reactants are: [NH:1](C(OC(C)(C)C)=O)[C@H:2]([C:17]([N:19]1[CH2:27][CH2:26][CH2:25][C@H:20]1[C:21]([O:23]C)=[O:22])=[O:18])[CH2:3][CH2:4][CH2:5][NH:6][C:7]([O:9][CH2:10][C:11]1[CH:16]=[CH:15][CH:14]=[CH:13][CH:12]=1)=[O:8].C(=O)=O. (3) Given the product [Cl:1][C:2]1[C:3]2[C:10]([C:11]3[CH:16]=[CH:15][C:14]([F:27])=[CH:13][CH:12]=3)=[C:9]([C:17]3[CH:22]=[CH:21][CH:20]=[CH:19][CH:18]=3)[O:8][C:4]=2[N:5]=[CH:6][N:7]=1, predict the reactants needed to synthesize it. The reactants are: [Cl:1][C:2]1[C:3]2[C:10]([C:11]3[CH:16]=[CH:15][CH:14]=[CH:13][CH:12]=3)=[C:9]([C:17]3[CH:22]=[C:21](OC)[CH:20]=[C:19](OC)[CH:18]=3)[O:8][C:4]=2[N:5]=[CH:6][N:7]=1.[F:27]C1C=CC(C2C3C(=O)NC=NC=3OC=2C2C=CC=CC=2)=CC=1. (4) The reactants are: [CH2:1]([N:3]([CH2:17][CH3:18])[C:4]1[CH:13]=[C:12]2[C:7]([CH:8]=[C:9]([CH:15]=O)[C:10](=[O:14])[O:11]2)=[CH:6][CH:5]=1)[CH3:2].[Br-:19].[C:20]([CH2:23][CH2:24][CH2:25][CH2:26][CH2:27][N+:28]1[CH:33]=[CH:32][C:31]([CH3:34])=[CH:30][CH:29]=1)([OH:22])=[O:21].C(O)C.C1(C)C=CC=CC=1. Given the product [Br-:19].[C:20]([CH2:23][CH2:24][CH2:25][CH2:26][CH2:27][N+:28]1[CH:29]=[CH:30][C:31](/[CH:34]=[CH:15]/[C:9]2[C:10](=[O:14])[O:11][C:12]3[C:7]([CH:8]=2)=[CH:6][CH:5]=[C:4]([N:3]([CH2:17][CH3:18])[CH2:1][CH3:2])[CH:13]=3)=[CH:32][CH:33]=1)([OH:22])=[O:21], predict the reactants needed to synthesize it. (5) Given the product [Si:1]([O:8][C@H:9]1[CH2:13][C@H:12]([N:14]2[C:18]3[N:19]=[CH:20][N:21]=[C:22]([NH:23][C@@H:24]4[C:32]5[C:27](=[CH:28][CH:29]=[CH:30][CH:31]=5)[CH2:26][CH2:25]4)[C:17]=3[CH:16]=[CH:15]2)[CH2:11][C@H:10]1[CH2:33][CH2:34][OH:35])([C:4]([CH3:7])([CH3:6])[CH3:5])([CH3:2])[CH3:3], predict the reactants needed to synthesize it. The reactants are: [Si:1]([O:8][C@H:9]1[CH2:13][C@H:12]([N:14]2[C:18]3[N:19]=[CH:20][N:21]=[C:22]([NH:23][C@@H:24]4[C:32]5[C:27](=[CH:28][CH:29]=[CH:30][CH:31]=5)[CH2:26][CH2:25]4)[C:17]=3[CH:16]=[CH:15]2)[CH2:11][C@H:10]1[CH2:33][CH:34]=[O:35])([C:4]([CH3:7])([CH3:6])[CH3:5])([CH3:3])[CH3:2].CO.[BH4-].[Na+]. (6) Given the product [NH2:23][C:26](=[O:30])[CH:2]([OH:1])[CH:3]([NH:10][C:11](=[O:20])[O:12][CH2:13][C:14]1[CH:19]=[CH:18][CH:17]=[CH:16][CH:15]=1)[CH2:4][C:5]1[S:6][CH:7]=[CH:8][CH:9]=1, predict the reactants needed to synthesize it. The reactants are: [OH:1][CH2:2][CH:3]([NH:10][C:11](=[O:20])[O:12][CH2:13][C:14]1[CH:19]=[CH:18][CH:17]=[CH:16][CH:15]=1)[CH2:4][C:5]1[S:6][CH:7]=[CH:8][CH:9]=1.C([N:23]([CH2:26]C)CC)C.CS(C)=[O:30]. (7) Given the product [F:19][C:4]1[C:5]([N:8]2[C:16](=[O:17])[C:15]3[C:10](=[CH:11][CH:12]=[CH:13][CH:14]=3)[C:9]2=[O:18])=[CH:6][CH:7]=[C:2]2[C:3]=1[CH:20]=[CH:21][NH:1]2, predict the reactants needed to synthesize it. The reactants are: [NH2:1][C:2]1[CH:7]=[CH:6][C:5]([N:8]2[C:16](=[O:17])[C:15]3[C:10](=[CH:11][CH:12]=[CH:13][CH:14]=3)[C:9]2=[O:18])=[C:4]([F:19])[C:3]=1[CH2:20][CH2:21]O.C(=O)([O-])[O-].[K+].[K+]. (8) Given the product [N:25]1[CH:26]=[CH:27][CH:28]=[C:23]([C:21]#[C:22][C:2]2[CH:20]=[CH:19][C:5]([O:6][C:7]3[CH:12]=[N:11][CH:10]=[C:9]4[S:13][C:14]([C:16]([NH2:18])=[O:17])=[CH:15][C:8]=34)=[CH:4][CH:3]=2)[CH:24]=1, predict the reactants needed to synthesize it. The reactants are: I[C:2]1[CH:20]=[CH:19][C:5]([O:6][C:7]2[CH:12]=[N:11][CH:10]=[C:9]3[S:13][C:14]([C:16]([NH2:18])=[O:17])=[CH:15][C:8]=23)=[CH:4][CH:3]=1.[C:21]([C:23]1[CH:24]=[N:25][CH:26]=[CH:27][CH:28]=1)#[CH:22].C(N(CC)CC)C. (9) Given the product [Br:30][CH2:24][CH2:23][C:20]1[CH:21]=[CH:22][C:17]([C:14]2[N:13]=[C:12]([C:9]3[C:8]([CH2:26][CH2:27][CH3:28])=[C:7]([C:1]4[CH:6]=[CH:5][CH:4]=[CH:3][CH:2]=4)[O:11][N:10]=3)[O:16][N:15]=2)=[CH:18][CH:19]=1, predict the reactants needed to synthesize it. The reactants are: [C:1]1([C:7]2[O:11][N:10]=[C:9]([C:12]3[O:16][N:15]=[C:14]([C:17]4[CH:22]=[CH:21][C:20]([CH2:23][CH2:24]O)=[CH:19][CH:18]=4)[N:13]=3)[C:8]=2[CH2:26][CH2:27][CH3:28])[CH:6]=[CH:5][CH:4]=[CH:3][CH:2]=1.P(Br)(Br)[Br:30]. (10) Given the product [NH2:1][C:2]1[S:3][C:4]([Cl:12])=[C:5]([C:7]([O:9][CH2:10][CH3:11])=[O:8])[N:6]=1, predict the reactants needed to synthesize it. The reactants are: [NH2:1][C:2]1[S:3][CH:4]=[C:5]([C:7]([O:9][CH2:10][CH3:11])=[O:8])[N:6]=1.[Cl:12]N1C(=O)CCC1=O.